From a dataset of Reaction yield outcomes from USPTO patents with 853,638 reactions. Predict the reaction yield, written as a fraction of the theoretical maximum amount of product (1.0 means a 100% yield; for example, 0.34 means a 34% yield). The catalyst is C1COCC1. The product is [Br:2][C:3]1[CH:4]=[C:5]([CH2:9][C:10]([CH3:14])([CH3:13])[CH2:11][NH:12][C:24](=[O:25])[C:23]([F:30])([F:29])[F:22])[CH:6]=[CH:7][CH:8]=1. The yield is 0.580. The reactants are Cl.[Br:2][C:3]1[CH:4]=[C:5]([CH2:9][C:10]([CH3:14])([CH3:13])[CH2:11][NH2:12])[CH:6]=[CH:7][CH:8]=1.CCN(CC)CC.[F:22][C:23]([F:30])([F:29])[C:24](OCC)=[O:25].